From a dataset of Full USPTO retrosynthesis dataset with 1.9M reactions from patents (1976-2016). Predict the reactants needed to synthesize the given product. (1) Given the product [Cl:1][C:2]1[CH:3]=[CH:4][CH:5]=[C:6]2[C:10]=1[N:9]([CH3:11])[CH:8]=[C:7]2[CH2:12][NH:15][CH3:14], predict the reactants needed to synthesize it. The reactants are: [Cl:1][C:2]1[CH:3]=[CH:4][CH:5]=[C:6]2[C:10]=1[N:9]([CH3:11])[CH:8]=[C:7]2[CH:12]=O.[CH3:14][N:15]1C2C(=CC=CC=2)C(C)=C1C=O. (2) Given the product [Br:1][CH2:2][CH2:3][CH2:4][O:5][C:6]1[CH:7]=[CH:8][C:9]([CH2:10][NH:11][C:12]2[CH:17]=[C:16]([O:18][CH2:19][C:20]([F:23])([F:22])[F:21])[N:15]=[C:14]([NH:24][C:25]3[CH:26]=[CH:27][C:28]([C:29]([OH:31])=[O:30])=[CH:36][CH:37]=3)[N:13]=2)=[CH:38][CH:39]=1, predict the reactants needed to synthesize it. The reactants are: [Br:1][CH2:2][CH2:3][CH2:4][O:5][C:6]1[CH:39]=[CH:38][C:9]([CH2:10][NH:11][C:12]2[CH:17]=[C:16]([O:18][CH2:19][C:20]([F:23])([F:22])[F:21])[N:15]=[C:14]([NH:24][C:25]3[CH:37]=[CH:36][C:28]([C:29]([O:31]C(C)(C)C)=[O:30])=[CH:27][CH:26]=3)[N:13]=2)=[CH:8][CH:7]=1.Cl. (3) Given the product [C:1]([N:5]1[CH2:14][CH2:13][C:12]2[C:7](=[CH:8][N:9]=[C:10]([OH:15])[CH:11]=2)[CH2:6]1)([CH3:4])([CH3:2])[CH3:3], predict the reactants needed to synthesize it. The reactants are: [C:1]([N:5]1[CH2:14][CH2:13][C:12]2[C:7](=[CH:8][N:9]=[C:10]([O:15]C)[CH:11]=2)[CH2:6]1)([CH3:4])([CH3:3])[CH3:2].Br. (4) Given the product [C:1]([N:8]1[CH2:12][CH2:11][CH:10]([C:13](=[O:15])[N:18]([CH3:17])[O:19][CH3:21])[CH2:9]1)([O:3][C:4]([CH3:5])([CH3:6])[CH3:7])=[O:2], predict the reactants needed to synthesize it. The reactants are: [C:1]([N:8]1[CH2:12][CH2:11][CH:10]([C:13]([OH:15])=O)[CH2:9]1)([O:3][C:4]([CH3:7])([CH3:6])[CH3:5])=[O:2].Cl.[CH3:17][N:18](C)[OH:19].[CH3:21]CN=C=NCCCN(C)C. (5) Given the product [CH3:1][O:2][C:3]1[CH:8]=[CH:7][CH:6]=[C:5]([O:9][CH2:12][C:11]([F:15])([F:14])[F:10])[CH:4]=1, predict the reactants needed to synthesize it. The reactants are: [CH3:1][O:2][C:3]1[CH:4]=[C:5]([OH:9])[CH:6]=[CH:7][CH:8]=1.[F:10][C:11]([F:15])([F:14])[CH2:12]I.C(=O)([O-])[O-].[Cs+].[Cs+].O. (6) Given the product [O:1]=[C:2]1[C:11]2[C:6](=[CH:7][CH:8]=[CH:9][CH:10]=2)[N:5]=[C:4]([CH2:12][CH2:13][CH2:14][C:15]([NH:30][C@H:27]2[CH2:28][CH2:29][C@H:25]([O:18][C:19]3[CH:24]=[CH:23][CH:22]=[CH:21][CH:20]=3)[CH2:26]2)=[O:17])[NH:3]1.[O:1]=[C:2]1[C:11]2[C:6](=[CH:7][CH:8]=[CH:9][CH:10]=2)[N:5]=[C:4]([CH2:12][CH2:13][CH2:14][C:15]([NH:30][C@@H:27]2[CH2:28][CH2:29][C@@H:25]([O:18][C:19]3[CH:24]=[CH:23][CH:22]=[CH:21][CH:20]=3)[CH2:26]2)=[O:16])[NH:3]1, predict the reactants needed to synthesize it. The reactants are: [O:1]=[C:2]1[C:11]2[C:6](=[CH:7][CH:8]=[CH:9][CH:10]=2)[N:5]=[C:4]([CH2:12][CH2:13][CH2:14][C:15]([OH:17])=[O:16])[NH:3]1.[O:18]([C@H:25]1[CH2:29][CH2:28][C@H:27]([NH2:30])[CH2:26]1)[C:19]1[CH:24]=[CH:23][CH:22]=[CH:21][CH:20]=1.